Dataset: Forward reaction prediction with 1.9M reactions from USPTO patents (1976-2016). Task: Predict the product of the given reaction. (1) Given the reactants [H-].[Al+3].[Li+].[H-].[H-].[H-].[F:7][C:8]([F:27])([F:26])[C:9]1[C:17]2[CH2:16][CH2:15][CH2:14][CH2:13][C:12]=2[N:11]([C:18]2[CH:25]=[CH:24][C:21]([C:22]#[N:23])=[CH:20][CH:19]=2)[N:10]=1, predict the reaction product. The product is: [F:27][C:8]([F:7])([F:26])[C:9]1[C:17]2[CH2:16][CH2:15][CH2:14][CH2:13][C:12]=2[N:11]([C:18]2[CH:25]=[CH:24][C:21]([CH2:22][NH2:23])=[CH:20][CH:19]=2)[N:10]=1. (2) Given the reactants [C:1]([O:5][C:6]([N:8]1[CH2:13][CH2:12][NH:11][CH2:10][C@@H:9]1[C:14]([OH:16])=[O:15])=[O:7])([CH3:4])([CH3:3])[CH3:2].C([O-])([O-])=O.[Na+].[Na+].[CH2:23](I)[CH3:24], predict the reaction product. The product is: [C:1]([O:5][C:6]([N:8]1[CH2:13][CH2:12][N:11]([CH2:23][CH3:24])[CH2:10][C@@H:9]1[C:14]([OH:16])=[O:15])=[O:7])([CH3:4])([CH3:2])[CH3:3]. (3) Given the reactants Cl[C:2]1[C:3]2[S:10][CH:9]=[C:8]([C:11]3[CH:16]=[CH:15][C:14]([CH2:17][CH2:18][C:19]([O:21][CH3:22])=[O:20])=[CH:13][CH:12]=3)[C:4]=2[N:5]=[CH:6][N:7]=1.C(O)(C)C.[NH3:27], predict the reaction product. The product is: [NH2:27][C:2]1[C:3]2[S:10][CH:9]=[C:8]([C:11]3[CH:16]=[CH:15][C:14]([CH2:17][CH2:18][C:19]([O:21][CH3:22])=[O:20])=[CH:13][CH:12]=3)[C:4]=2[N:5]=[CH:6][N:7]=1. (4) Given the reactants [Si]([O:8][CH2:9][CH:10]([NH:15][C:16](=[O:22])[O:17][C:18]([CH3:21])([CH3:20])[CH3:19])[C:11](=[O:14])[CH2:12][CH3:13])(C(C)(C)C)(C)C.C1COCC1.O.[Na+].[Cl-].C([O-])(O)=O.[Na+], predict the reaction product. The product is: [OH:8][CH2:9][CH:10]([NH:15][C:16](=[O:22])[O:17][C:18]([CH3:21])([CH3:20])[CH3:19])[C:11](=[O:14])[CH2:12][CH3:13].